Dataset: Reaction yield outcomes from USPTO patents with 853,638 reactions. Task: Predict the reaction yield, written as a fraction of the theoretical maximum amount of product (1.0 means a 100% yield; for example, 0.34 means a 34% yield). (1) The reactants are [F:1][C:2]1[CH:3]=[C:4]([C@H:13]2[CH2:17][CH2:16][CH2:15][N:14]2[C:18]2[CH:23]=[CH:22][N:21]3[N:24]=[CH:25][C:26]([C:27]([O:29]CC)=[O:28])=[C:20]3[N:19]=2)[CH:5]=[C:6]([O:8][CH2:9][CH2:10][O:11][CH3:12])[CH:7]=1. The catalyst is [OH-].[Na+].CO. The product is [F:1][C:2]1[CH:3]=[C:4]([C@H:13]2[CH2:17][CH2:16][CH2:15][N:14]2[C:18]2[CH:23]=[CH:22][N:21]3[N:24]=[CH:25][C:26]([C:27]([OH:29])=[O:28])=[C:20]3[N:19]=2)[CH:5]=[C:6]([O:8][CH2:9][CH2:10][O:11][CH3:12])[CH:7]=1. The yield is 1.00. (2) The reactants are [Cl:1][C:2]1[CH:7]=[CH:6][C:5]([O:8][C:9]2[CH:14]=[CH:13][C:12]([N+:15]([O-])=O)=[CH:11][C:10]=2[O:18][CH3:19])=[CH:4][C:3]=1[Cl:20].[Cl-].[NH4+]. The catalyst is O1CCCC1.O.[Fe]. The product is [Cl:20][C:3]1[CH:4]=[C:5]([CH:6]=[CH:7][C:2]=1[Cl:1])[O:8][C:9]1[CH:14]=[CH:13][C:12]([NH2:15])=[CH:11][C:10]=1[O:18][CH3:19]. The yield is 0.740.